From a dataset of Reaction yield outcomes from USPTO patents with 853,638 reactions. Predict the reaction yield, written as a fraction of the theoretical maximum amount of product (1.0 means a 100% yield; for example, 0.34 means a 34% yield). (1) The reactants are [CH:1]1([CH2:6][CH2:7][CH2:8][CH2:9][CH2:10][CH2:11]O)[CH2:5][CH2:4][CH2:3][CH2:2]1.C1(P(C2C=CC=CC=2)C2C=CC=CC=2)C=CC=CC=1.C1C(=O)N([Br:39])C(=O)C1. The catalyst is CN(C=O)C. The product is [Br:39][CH2:11][CH2:10][CH2:9][CH2:8][CH2:7][CH2:6][CH:1]1[CH2:5][CH2:4][CH2:3][CH2:2]1. The yield is 0.940. (2) The reactants are [O:1]=[C:2]1[C:10]2[C:5](=[CH:6][CH:7]=[CH:8][CH:9]=2)[CH:4]([S:11][CH2:12][C:13]([OH:15])=O)[N:3]1[CH2:16][C:17]1[S:18][CH:19]=[CH:20][CH:21]=1.C(Cl)(=O)C(Cl)=O.[NH2:28][C:29]1[N:34]=[CH:33][CH:32]=[CH:31][N:30]=1.N1C=CC=CC=1.Cl. The catalyst is ClCCl.CN(C=O)C.C1COCC1. The product is [O:1]=[C:2]1[C:10]2[C:5](=[CH:6][CH:7]=[CH:8][CH:9]=2)[CH:4]([S:11][CH2:12][C:13]([NH:28][C:29]2[N:34]=[CH:33][CH:32]=[CH:31][N:30]=2)=[O:15])[N:3]1[CH2:16][C:17]1[S:18][CH:19]=[CH:20][CH:21]=1. The yield is 0.410.